The task is: Predict the reaction yield, written as a fraction of the theoretical maximum amount of product (1.0 means a 100% yield; for example, 0.34 means a 34% yield).. This data is from Reaction yield outcomes from USPTO patents with 853,638 reactions. (1) The reactants are C1O[C:4]2([CH2:13][CH2:12][C:11]3[N:10]=[CH:9][C:8]([N+:14]([O-:16])=[O:15])=[CH:7][C:6]=3[CH2:5]2)[O:3]C1.FC(F)(F)C(O)=O.C([O-])(O)=O.[Na+]. The catalyst is C(Cl)Cl. The product is [N+:14]([C:8]1[CH:9]=[N:10][C:11]2[CH2:12][CH2:13][C:4](=[O:3])[CH2:5][C:6]=2[CH:7]=1)([O-:16])=[O:15]. The yield is 0.600. (2) The reactants are Cl[C:2]1[CH:7]=[C:6]([O:8][CH2:9][C:10]([F:13])([F:12])[F:11])[C:5]([CH3:14])=[CH:4][C:3]=1[N+:15]([O-:17])=[O:16].[H-].[Na+].[CH3:20][OH:21]. The catalyst is CN(C=O)C.O. The product is [CH3:20][O:21][C:2]1[CH:7]=[C:6]([O:8][CH2:9][C:10]([F:13])([F:12])[F:11])[C:5]([CH3:14])=[CH:4][C:3]=1[N+:15]([O-:17])=[O:16]. The yield is 0.400. (3) The yield is 0.860. The product is [CH3:35][CH:34]([CH2:33][CH2:32][CH2:31][C@H:30]([C@@H:29]1[C@:38]2([CH3:46])[C@H:26]([C@H:25]3[C@H:41]([CH2:40][CH2:39]2)[C@:42]2([CH3:45])[C:22]([CH2:21][C@@H:20]([N:10]([CH2:11][CH2:12][CH2:13][CH2:14][C:97](=[O:121])[NH:96][CH2:95][CH2:94][C:93](=[O:122])[NH:92][CH2:91][CH2:90][C:89]([O:124][CH2:57][CH3:58])=[O:2])[C:8](=[O:9])[O:7][C:3]([CH3:6])([CH3:5])[CH3:4])[CH2:44][CH2:43]2)=[CH:23][CH2:24]3)[CH2:27][CH2:28]1)[CH3:37])[CH3:36]. The catalyst is C1COCC1.C(Cl)Cl. The reactants are [Li+].[OH-:2].[C:3]([O:7][C:8]([N:10]([C@H:20]1[CH2:44][CH2:43][C@@:42]2([CH3:45])[C:22](=[CH:23][CH2:24][C@@H:25]3[C@@H:41]2[CH2:40][CH2:39][C@@:38]2([CH3:46])[C@H:26]3[CH2:27][CH2:28][C@@H:29]2[C@H:30]([CH3:37])[CH2:31][CH2:32][CH2:33][CH:34]([CH3:36])[CH3:35])[CH2:21]1)[CH2:11][CH2:12][CH2:13][CH2:14]C(OCC)=O)=[O:9])([CH3:6])([CH3:5])[CH3:4].C1C=CC2N(O)N=NC=2C=1.[CH2:57](Cl)[CH2:58]Cl.CC(CCC[C@H]([C@@H]1[C@]2(C)[C@H]([C@H]3[C@H](CC2)[C@]2(C)C(C[C@@H](N[CH2:89][CH2:90][CH2:91][NH:92][C:93](=[O:122])[CH2:94][CH2:95][NH:96][C:97](=[O:121])CCNC(=O)CCCCCNC4C5=NON=C5C([N+]([O-])=O)=CC=4)CC2)=CC3)CC1)C)C.C[OH:124]. (4) The reactants are [CH3:1][Si](C=[N+]=[N-])(C)C.CCOCC.[Br:13][C:14]1[CH:15]=[C:16]([CH2:20][C:21]([OH:23])=[O:22])[CH:17]=[N:18][CH:19]=1. The catalyst is C1(C)C=CC=CC=1.CO. The product is [CH3:1][O:22][C:21](=[O:23])[CH2:20][C:16]1[CH:17]=[N:18][CH:19]=[C:14]([Br:13])[CH:15]=1. The yield is 0.720. (5) The yield is 0.740. The reactants are C(=O)([O-])[O-].[K+].[K+].[CH2:7]([C:9]1[N:20](S(C2C=CC=CC=2)(=O)=O)[C:12]2=[N:13][CH:14]=[C:15]([N+:17]([O-:19])=[O:18])[CH:16]=[C:11]2[CH:10]=1)[CH3:8].C(OCC)(=O)C. The catalyst is CO.O. The product is [CH2:7]([C:9]1[NH:20][C:12]2=[N:13][CH:14]=[C:15]([N+:17]([O-:19])=[O:18])[CH:16]=[C:11]2[CH:10]=1)[CH3:8]. (6) The reactants are [F:1][C:2]1[CH:7]=[CH:6][CH:5]=[C:4]([F:8])[C:3]=1[N:9]1[C:14]2[N:15]=[C:16]([NH:30][CH2:31][CH2:32][N:33]([CH3:35])[CH3:34])[N:17]=[C:18]([C:19]3[CH:20]=[C:21]([CH:25]=[C:26]([F:29])[C:27]=3[CH3:28])[C:22]([OH:24])=O)[C:13]=2[CH2:12][NH:11][C:10]1=[O:36].CN.[CH2:39]([N:41](CC)CC)C.CN(C(ON1N=NC2C=CC=CC1=2)=[N+](C)C)C.F[P-](F)(F)(F)(F)F. The catalyst is C(Cl)Cl. The product is [F:1][C:2]1[CH:7]=[CH:6][CH:5]=[C:4]([F:8])[C:3]=1[N:9]1[C:14]2[N:15]=[C:16]([NH:30][CH2:31][CH2:32][N:33]([CH3:35])[CH3:34])[N:17]=[C:18]([C:19]3[CH:20]=[C:21]([CH:25]=[C:26]([F:29])[C:27]=3[CH3:28])[C:22]([NH:41][CH3:39])=[O:24])[C:13]=2[CH2:12][NH:11][C:10]1=[O:36]. The yield is 0.540. (7) The reactants are [C:1]([C:5]1[CH:10]=[C:9]([Br:11])[C:8]([N+:12]([O-])=O)=[CH:7][C:6]=1[OH:15])([CH3:4])([CH3:3])[CH3:2]. The catalyst is CO.[Ni]. The product is [C:1]([C:5]1[CH:10]=[C:9]([Br:11])[C:8]([NH2:12])=[CH:7][C:6]=1[OH:15])([CH3:4])([CH3:2])[CH3:3]. The yield is 0.700. (8) The yield is 0.800. The reactants are [CH3:1][C:2]([CH3:23])([C:13](=[O:22])[CH:14]=[CH:15][C:16]1[CH:21]=[CH:20][CH:19]=[CH:18][CH:17]=1)[C:3](=[O:12])[CH:4]=[CH:5][C:6]1[CH:11]=[CH:10][CH:9]=[CH:8][CH:7]=1. The product is [CH3:1][C:2]([CH3:23])([C:3](=[O:12])[CH2:4][CH2:5][C:6]1[CH:7]=[CH:8][CH:9]=[CH:10][CH:11]=1)[C:13](=[O:22])[CH2:14][CH2:15][C:16]1[CH:21]=[CH:20][CH:19]=[CH:18][CH:17]=1. The catalyst is [Pd].C(OCC)(=O)C. (9) The reactants are [Br:1][C:2]1[CH:3]=[C:4]2[C:8](=[CH:9][CH:10]=1)[NH:7][N:6]=[C:5]2[CH:11]1[CH2:14][CH2:13][CH2:12]1.[H-].[Na+].Br[CH:18]([CH3:20])[CH3:19]. No catalyst specified. The product is [Br:1][C:2]1[CH:3]=[C:4]2[C:8](=[CH:9][CH:10]=1)[N:7]([CH:18]([CH3:20])[CH3:19])[N:6]=[C:5]2[CH:11]1[CH2:14][CH2:13][CH2:12]1. The yield is 0.700. (10) The reactants are [Cl:1][C:2]1[CH:7]=[CH:6][C:5]([S:8]([CH2:11][C:12]2[CH:17]=[CH:16][N:15]=[CH:14][CH:13]=2)(=[O:10])=[O:9])=[CH:4][CH:3]=1.[CH3:18][N:19]1[CH2:24][CH2:23][CH:22](O)[CH2:21][CH2:20]1.C(C=P(CCCC)(CCCC)CCCC)#N. The yield is 0.330. The catalyst is C1(C)C=CC=CC=1. The product is [Cl:1][C:2]1[CH:3]=[CH:4][C:5]([S:8]([CH:11]([CH:22]2[CH2:23][CH2:24][N:19]([CH3:18])[CH2:20][CH2:21]2)[C:12]2[CH:13]=[CH:14][N:15]=[CH:16][CH:17]=2)(=[O:9])=[O:10])=[CH:6][CH:7]=1.